Dataset: Forward reaction prediction with 1.9M reactions from USPTO patents (1976-2016). Task: Predict the product of the given reaction. Given the reactants CN(C)C=O.[C:6]([Cl:11])(=O)C(Cl)=O.[NH:12]1[C:20]2[CH:19]=[CH:18][N:17]=[CH:16][C:15]=2[S:14]C1=S.C([O-])(O)=O.[Na+], predict the reaction product. The product is: [Cl:11][C:6]1[S:14][C:15]2[CH:16]=[N:17][CH:18]=[CH:19][C:20]=2[N:12]=1.